Dataset: Forward reaction prediction with 1.9M reactions from USPTO patents (1976-2016). Task: Predict the product of the given reaction. (1) Given the reactants [Cl:1][C:2]1[CH:3]=[C:4](/[CH:19]=[C:20](\[F:26])/[C:21]([O:23]CC)=[O:22])[CH:5]=[N:6][C:7]=1[NH:8][C@@H:9]1[CH2:13][CH2:12][N:11]([CH:14]2[CH2:18][CH2:17][CH2:16][CH2:15]2)[CH2:10]1.[OH-].[Na+].Cl, predict the reaction product. The product is: [Cl:1][C:2]1[CH:3]=[C:4](/[CH:19]=[C:20](\[F:26])/[C:21]([OH:23])=[O:22])[CH:5]=[N:6][C:7]=1[NH:8][C@@H:9]1[CH2:13][CH2:12][N:11]([CH:14]2[CH2:15][CH2:16][CH2:17][CH2:18]2)[CH2:10]1. (2) Given the reactants [O:1]=[C:2]1[NH:10][C:5]2=[N:6][CH:7]=[CH:8][CH:9]=[C:4]2[N:3]1[CH:11]1[CH2:16][CH2:15][N:14]([C:17]2[N:22]=[CH:21][N:20]=[C:19]([C:23]([OH:25])=O)[CH:18]=2)[CH2:13][CH2:12]1.Cl.[NH:27]1[C:35]2[C:30](=[CH:31][CH:32]=[CH:33][CH:34]=2)[CH2:29][CH:28]1[C:36]([O:38][CH2:39][CH3:40])=[O:37].CN(C(ON1N=NC2C=CC=CC1=2)=[N+](C)C)C.[B-](F)(F)(F)F.C(N(CC)CC)C, predict the reaction product. The product is: [O:1]=[C:2]1[NH:10][C:5]2=[N:6][CH:7]=[CH:8][CH:9]=[C:4]2[N:3]1[CH:11]1[CH2:16][CH2:15][N:14]([C:17]2[N:22]=[CH:21][N:20]=[C:19]([C:23]([N:27]3[C:35]4[C:30](=[CH:31][CH:32]=[CH:33][CH:34]=4)[CH2:29][CH:28]3[C:36]([O:38][CH2:39][CH3:40])=[O:37])=[O:25])[CH:18]=2)[CH2:13][CH2:12]1. (3) Given the reactants [NH2:1][C:2]1[CH:3]=[N:4][N:5]([CH:7]2[CH2:10][N:9](C(OC(C)(C)C)=O)[CH2:8]2)[CH:6]=1.C(=O)([O-])[O-].[Cs+].[Cs+].Cl[C:25]1[N:30]=[CH:29][C:28]([O:31][CH2:32][C:33]2[C:38]([F:39])=[C:37]([O:40][CH3:41])[CH:36]=[C:35]([O:42][CH3:43])[C:34]=2[F:44])=[CH:27][N:26]=1.C(O)(C)(C)C, predict the reaction product. The product is: [NH:9]1[CH2:8][CH:7]([N:5]2[CH:6]=[C:2]([NH:1][C:25]3[N:26]=[CH:27][C:28]([O:31][CH2:32][C:33]4[C:34]([F:44])=[C:35]([O:42][CH3:43])[CH:36]=[C:37]([O:40][CH3:41])[C:38]=4[F:39])=[CH:29][N:30]=3)[CH:3]=[N:4]2)[CH2:10]1. (4) Given the reactants BrCS[C:4]1[CH:5]=[CH:6][CH:7]=[CH:8][CH:9]=1.[Cl-].[Al+3].[Cl-].[Cl-].[C:14](Cl)(=[O:21])[C:15]1[CH:20]=[CH:19][CH:18]=[CH:17][CH:16]=1, predict the reaction product. The product is: [C:14]([C:15]1[CH:20]=[CH:19][CH:18]=[CH:17][CH:16]=1)(=[O:21])[C:4]1[CH:5]=[CH:6][CH:7]=[CH:8][CH:9]=1. (5) Given the reactants [NH:1]1[CH2:6][CH2:5][CH2:4][CH2:3][C:2]1=O.C(=O)([O-])[O-:9].[K+].[K+].Br[CH2:15][C:16]([NH:18][C:19]1[CH:24]=[CH:23][C:22]([O:25][C:26]2[CH:31]=[CH:30][CH:29]=[CH:28][CH:27]=2)=[CH:21][CH:20]=1)=[O:17], predict the reaction product. The product is: [O:9]=[C:4]1[CH2:5][CH2:6][N:1]([CH2:15][C:16]([NH:18][C:19]2[CH:24]=[CH:23][C:22]([O:25][C:26]3[CH:31]=[CH:30][CH:29]=[CH:28][CH:27]=3)=[CH:21][CH:20]=2)=[O:17])[CH2:2][CH2:3]1. (6) Given the reactants C(O[C:6]([N:8]1[CH2:13][CH2:12][C:11](=[C:14]([C:21]2[CH:26]=[CH:25][CH:24]=[CH:23][CH:22]=2)[C:15]2[O:16][C:17]([CH3:20])=[N:18][N:19]=2)[CH2:10][CH2:9]1)=[O:7])(C)(C)C.C(O)(C(F)(F)F)=O.Cl.[CH3:35][O:36][C:37]1[CH:45]=[N:44][C:43]([C:46]2[NH:47][C:48]([CH3:51])=[N:49][N:50]=2)=[C:42]2[C:38]=1[C:39]([C:52](=[O:56])C(O)=O)=[CH:40][NH:41]2.C(N(CC)CC)(C)C.C1N(P(Cl)(N2C(=O)OCC2)=O)C(=O)OC1, predict the reaction product. The product is: [C:21]1([C:14](=[C:11]2[CH2:12][CH2:13][N:8]([C:6](=[O:7])[C:52]([C:39]3[C:38]4[C:42](=[C:43]([C:46]5[NH:47][C:48]([CH3:51])=[N:49][N:50]=5)[N:44]=[CH:45][C:37]=4[O:36][CH3:35])[NH:41][CH:40]=3)=[O:56])[CH2:9][CH2:10]2)[C:15]2[O:16][C:17]([CH3:20])=[N:18][N:19]=2)[CH:26]=[CH:25][CH:24]=[CH:23][CH:22]=1.